From a dataset of Catalyst prediction with 721,799 reactions and 888 catalyst types from USPTO. Predict which catalyst facilitates the given reaction. (1) Product: [NH2:8][C:7]1[C:2]([NH:24][C@H:25]2[C@@H:29]3[O:30][C:31]([CH3:33])([CH3:34])[O:32][C@@H:28]3[C@@H:27]([O:35][CH2:36][CH2:37][OH:38])[CH2:26]2)=[N:3][C:4]([S:10][CH2:11][CH2:12][CH3:13])=[N:5][C:6]=1[Cl:9]. Reactant: Cl[C:2]1[C:7]([NH2:8])=[C:6]([Cl:9])[N:5]=[C:4]([S:10][CH2:11][CH2:12][CH3:13])[N:3]=1.C(O)(=O)[C@@H]([C@H](C(O)=O)O)O.[NH2:24][C@H:25]1[C@@H:29]2[O:30][C:31]([CH3:34])([CH3:33])[O:32][C@@H:28]2[C@@H:27]([O:35][CH2:36][CH2:37][OH:38])[CH2:26]1.O.C(=O)(O)[O-].[Na+]. The catalyst class is: 11. (2) Reactant: [ClH:1].[CH3:2][C:3]1([CH3:18])[C:8](=[O:9])[N:7]([CH3:10])[CH2:6][CH2:5][N:4]1C(OC(C)(C)C)=O.CC(OC)(C)C. Product: [ClH:1].[CH3:10][N:7]1[CH2:6][CH2:5][NH:4][C:3]([CH3:18])([CH3:2])[C:8]1=[O:9]. The catalyst class is: 41. (3) Reactant: Cl[C:2]1[CH:11]=[N:10][C:9]2[C:4](=[CH:5][CH:6]=[CH:7][CH:8]=2)[N:3]=1.O.[NH2:13][NH2:14]. Product: [NH:13]([C:2]1[CH:11]=[N:10][C:9]2[C:4](=[CH:5][CH:6]=[CH:7][CH:8]=2)[N:3]=1)[NH2:14]. The catalyst class is: 8. (4) Reactant: [CH:1]([NH2:4])([CH3:3])[CH3:2].CCN(C(C)C)C(C)C.[CH3:14][C:15]([C:19]1[N:23]([CH2:24][CH:25]2[CH2:30][CH2:29][O:28][CH2:27][CH2:26]2)[C:22]2[CH:31]=[CH:32][C:33]([S:35]([N:38]3[CH:42]=[C:41]([C:43](O)=[O:44])[CH:40]=[N:39]3)(=[O:37])=[O:36])=[CH:34][C:21]=2[N:20]=1)([CH3:18])[CH2:16][CH3:17].CN(C(ON1N=NC2C=CC=NC1=2)=[N+](C)C)C.F[P-](F)(F)(F)(F)F. Product: [CH3:14][C:15]([C:19]1[N:23]([CH2:24][CH:25]2[CH2:30][CH2:29][O:28][CH2:27][CH2:26]2)[C:22]2[CH:31]=[CH:32][C:33]([S:35]([N:38]3[CH:42]=[C:41]([C:43]([NH:4][CH:1]([CH3:3])[CH3:2])=[O:44])[CH:40]=[N:39]3)(=[O:37])=[O:36])=[CH:34][C:21]=2[N:20]=1)([CH3:18])[CH2:16][CH3:17]. The catalyst class is: 3. (5) Reactant: Br[CH2:2][C:3]([C:5]1[CH:6]=[CH:7][C:8]([F:15])=[C:9]([S:11]([NH2:14])(=[O:13])=[O:12])[CH:10]=1)=[O:4].[BH4-].[Na+].[OH-].[Na+].Cl. Product: [F:15][C:8]1[CH:7]=[CH:6][C:5]([CH:3]2[CH2:2][O:4]2)=[CH:10][C:9]=1[S:11]([NH2:14])(=[O:13])=[O:12]. The catalyst class is: 5. (6) Reactant: [CH3:1][O:2][C:3](=[O:32])[CH2:4][CH:5]([C:19]1[CH:24]=[CH:23][C:22]([O:25][CH:26]([F:28])[F:27])=[C:21]([O:29][CH2:30][CH3:31])[CH:20]=1)[N:6]1[CH2:14][C:13]2[C:8](=[C:9]([N+:15]([O-])=O)[CH:10]=[CH:11][CH:12]=2)[C:7]1=[O:18]. Product: [CH3:1][O:2][C:3](=[O:32])[CH2:4][CH:5]([N:6]1[CH2:14][C:13]2[C:8](=[C:9]([NH2:15])[CH:10]=[CH:11][CH:12]=2)[C:7]1=[O:18])[C:19]1[CH:24]=[CH:23][C:22]([O:25][CH:26]([F:28])[F:27])=[C:21]([O:29][CH2:30][CH3:31])[CH:20]=1. The catalyst class is: 45. (7) Reactant: [Cl:1][C:2]1[CH:3]=[C:4]([C:12]2[O:16][N:15]=[C:14]([C:17]3[CH:18]=[C:19]4[C:23](=[CH:24][CH:25]=3)[N:22]([CH2:26][C:27]([CH3:34])([CH3:33])[C:28]([O:30]CC)=[O:29])[N:21]=[CH:20]4)[N:13]=2)[CH:5]=[CH:6][C:7]=1[O:8][CH:9]([CH3:11])[CH3:10].[OH-].[Na+]. Product: [Cl:1][C:2]1[CH:3]=[C:4]([C:12]2[O:16][N:15]=[C:14]([C:17]3[CH:18]=[C:19]4[C:23](=[CH:24][CH:25]=3)[N:22]([CH2:26][C:27]([CH3:34])([CH3:33])[C:28]([OH:30])=[O:29])[N:21]=[CH:20]4)[N:13]=2)[CH:5]=[CH:6][C:7]=1[O:8][CH:9]([CH3:11])[CH3:10]. The catalyst class is: 1. (8) Product: [Br:31][C:30]1[C:4]([Br:3])=[CH:5][C:6]2[NH:10][C:9]([CH:11]([NH2:21])[CH2:12][C:13]3[CH:14]=[CH:15][C:16]([O:19][CH3:20])=[CH:17][CH:18]=3)=[N:8][C:7]=2[CH:29]=1. Reactant: N#N.[Br:3][C:4]1[C:30]([Br:31])=[CH:29][C:7]2[NH:8][C:9]([CH:11]([NH:21]C(=O)OC(C)(C)C)[CH2:12][C:13]3[CH:18]=[CH:17][C:16]([O:19][CH3:20])=[CH:15][CH:14]=3)=[N:10][C:6]=2[CH:5]=1.Cl. The catalyst class is: 135. (9) Product: [Br:1][C:2]1[C:3]2[O:12][C:11]([CH2:13][N:15]3[CH2:20][CH2:19][O:18][CH2:17][CH2:16]3)=[CH:10][C:4]=2[C:5](=[O:9])[N:6]([CH3:8])[CH:7]=1. Reactant: [Br:1][C:2]1[C:3]2[O:12][C:11]([CH:13]=O)=[CH:10][C:4]=2[C:5](=[O:9])[N:6]([CH3:8])[CH:7]=1.[NH:15]1[CH2:20][CH2:19][O:18][CH2:17][CH2:16]1.C(O)(=O)C.C(OCC)C. The catalyst class is: 5. (10) Reactant: [Cl:1][C:2]1[CH:7]=[C:6]([Cl:8])[CH:5]=[CH:4][C:3]=1[C:9]1[N:10]=[CH:11][N:12]([CH3:21])[C:13]=1[C:14]1[CH:19]=[CH:18][C:17]([Cl:20])=[CH:16][CH:15]=1.C([Li])CCC.Cl[C:28]([O:30][CH2:31][CH3:32])=[O:29]. Product: [Cl:1][C:2]1[CH:7]=[C:6]([Cl:8])[CH:5]=[CH:4][C:3]=1[C:9]1[N:10]=[C:11]([C:28]([O:30][CH2:31][CH3:32])=[O:29])[N:12]([CH3:21])[C:13]=1[C:14]1[CH:19]=[CH:18][C:17]([Cl:20])=[CH:16][CH:15]=1. The catalyst class is: 1.